From a dataset of Forward reaction prediction with 1.9M reactions from USPTO patents (1976-2016). Predict the product of the given reaction. (1) Given the reactants [NH2:1][C:2]1[C:7]([C:8]([N:10]2[CH2:15][CH2:14][CH:13]([N:16]3[CH2:28][CH2:27][CH2:26][C:18]4([C:22](=[O:23])[O:21][C:20]([CH3:25])([CH3:24])[CH2:19]4)[CH2:17]3)[CH2:12][CH2:11]2)=[O:9])=[CH:6][C:5](Br)=[CH:4][N:3]=1.[C:30]1(B(O)O)[CH:35]=[CH:34][CH:33]=[CH:32][CH:31]=1.C(OC(C)C)(C)C, predict the reaction product. The product is: [NH2:1][C:2]1[C:7]([C:8]([N:10]2[CH2:15][CH2:14][CH:13]([N:16]3[CH2:28][CH2:27][CH2:26][C:18]4([C:22](=[O:23])[O:21][C:20]([CH3:25])([CH3:24])[CH2:19]4)[CH2:17]3)[CH2:12][CH2:11]2)=[O:9])=[CH:6][C:5]([C:30]2[CH:35]=[CH:34][CH:33]=[CH:32][CH:31]=2)=[CH:4][N:3]=1. (2) Given the reactants [Br:1][C:2]1[CH:3]=[C:4]([NH2:8])[CH:5]=[CH:6][CH:7]=1.CCN(C(C)C)C(C)C.[CH:18]1([C:21](Cl)=[O:22])[CH2:20][CH2:19]1, predict the reaction product. The product is: [Br:1][C:2]1[CH:3]=[C:4]([NH:8][C:21]([CH:18]2[CH2:20][CH2:19]2)=[O:22])[CH:5]=[CH:6][CH:7]=1. (3) The product is: [Br:18][C:19]1[C:23]2[N:24]=[CH:25][N:26]=[C:27]([O:15][CH:12]3[CH2:11][CH2:10][N:9]([C:6]4[N:7]=[CH:8][C:3]([CH2:1][CH3:2])=[CH:4][N:5]=4)[CH2:14][CH2:13]3)[C:22]=2[N:21]([CH3:29])[CH:20]=1. Given the reactants [CH2:1]([C:3]1[CH:4]=[N:5][C:6]([N:9]2[CH2:14][CH2:13][CH:12]([OH:15])[CH2:11][CH2:10]2)=[N:7][CH:8]=1)[CH3:2].[H-].[Na+].[Br:18][C:19]1[C:23]2[N:24]=[CH:25][N:26]=[C:27](Cl)[C:22]=2[N:21]([CH3:29])[CH:20]=1, predict the reaction product. (4) Given the reactants Br[C:2]1[CH:3]=[C:4]([C:23]([NH2:25])=[O:24])[C:5]2[NH:6][C:7]3[CH:8]=[C:9]([C:15]([N:17]4[CH2:22][CH2:21][O:20][CH2:19][CH2:18]4)=[O:16])[CH:10]=[CH:11][C:12]=3[C:13]=2[N:14]=1.[CH3:26][N:27]1[CH2:32][CH2:31][NH:30][CH2:29][CH2:28]1, predict the reaction product. The product is: [CH3:26][N:27]1[CH2:32][CH2:31][N:30]([C:2]2[CH:3]=[C:4]([C:23]([NH2:25])=[O:24])[C:5]3[NH:6][C:7]4[CH:8]=[C:9]([C:15]([N:17]5[CH2:22][CH2:21][O:20][CH2:19][CH2:18]5)=[O:16])[CH:10]=[CH:11][C:12]=4[C:13]=3[N:14]=2)[CH2:29][CH2:28]1. (5) Given the reactants [CH:1]([C:14]1[CH:19]=[CH:18][CH:17]=[C:16]([C:20]2[CH:25]=[CH:24][CH:23]=[C:22]([C:26]([CH3:29])([CH3:28])[CH3:27])[C:21]=2[O:30]CC2C=CC=CC=2)[N:15]=1)([C:8]1[CH:13]=[CH:12][CH:11]=[CH:10][CH:9]=1)[C:2]1[CH:7]=[CH:6][CH:5]=[CH:4][CH:3]=1, predict the reaction product. The product is: [CH:1]([C:14]1[N:15]=[C:16]([C:20]2[CH:25]=[CH:24][CH:23]=[C:22]([C:26]([CH3:28])([CH3:27])[CH3:29])[C:21]=2[OH:30])[CH:17]=[CH:18][CH:19]=1)([C:2]1[CH:7]=[CH:6][CH:5]=[CH:4][CH:3]=1)[C:8]1[CH:9]=[CH:10][CH:11]=[CH:12][CH:13]=1.